From a dataset of Catalyst prediction with 721,799 reactions and 888 catalyst types from USPTO. Predict which catalyst facilitates the given reaction. (1) Reactant: C[N+:2]([CH3:5])=[CH:3]Cl.[Cl-].P(Cl)(Cl)(Cl)=[O:8].[CH3:12][O:13][C:14]([C:16]1[C:17]2[CH:18]=[CH:19]NC=2[CH:22]=[C:23]([NH:25][C:26]([O:28][C:29]([CH3:32])([CH3:31])[CH3:30])=[O:27])[CH:24]=1)=[O:15]. Product: [CH3:12][O:13][C:14]([C:16]1[C:17]2[C:18]([CH:19]=[O:8])=[CH:3][NH:2][C:5]=2[CH:22]=[C:23]([NH:25][C:26]([O:28][C:29]([CH3:32])([CH3:31])[CH3:30])=[O:27])[CH:24]=1)=[O:15]. The catalyst class is: 454. (2) Reactant: [NH2:1][CH2:2][CH2:3][C:4]1[CH:9]=[CH:8][C:7]([OH:10])=[CH:6][CH:5]=1.C(=O)([O-])[O-].[K+].[K+].[C:17](O[C:17]([O:19][C:20]([CH3:23])([CH3:22])[CH3:21])=[O:18])([O:19][C:20]([CH3:23])([CH3:22])[CH3:21])=[O:18]. Product: [OH:10][C:7]1[CH:8]=[CH:9][C:4]([CH2:3][CH2:2][NH:1][C:17](=[O:18])[O:19][C:20]([CH3:23])([CH3:22])[CH3:21])=[CH:5][CH:6]=1. The catalyst class is: 127. (3) Reactant: BrC1C=C(CCO)C=CC=1O.CSC1N=C(NCC2C=CC(OC)=C([Cl:30])C=2)C(C(OCC)=O)=CN=1.C[O-].[Na+].CO.[Cl:41][C:42]1[CH:43]=[C:44]([CH:59]=[CH:60][C:61]=1[O:62][CH3:63])[CH2:45][NH:46][C:47]1[C:52]([C:53](O)=[O:54])=[C:51]([Cl:56])[N:50]=[C:49]([S:57][CH3:58])[N:48]=1.S(Cl)(Cl)=O. Product: [Cl:41][C:42]1[CH:43]=[C:44]([CH:59]=[CH:60][C:61]=1[O:62][CH3:63])[CH2:45][NH:46][C:47]1[C:52]([C:53]([Cl:30])=[O:54])=[C:51]([Cl:56])[N:50]=[C:49]([S:57][CH3:58])[N:48]=1. The catalyst class is: 80. (4) Reactant: F[C:2]1[CH:12]=[CH:11][CH:10]=[C:9]([F:13])[C:3]=1[C:4]([O:6][CH2:7][CH3:8])=[O:5].[CH2:14]1[O:23][C:22]2[CH:21]=[CH:20][C:18]([O-:19])=[CH:17][C:16]=2[O:15]1.[Na+]. Product: [F:13][C:9]1[CH:10]=[CH:11][CH:12]=[C:2]([O:19][C:18]2[CH:20]=[CH:21][C:22]3[O:23][CH2:14][O:15][C:16]=3[CH:17]=2)[C:3]=1[C:4]([O:6][CH2:7][CH3:8])=[O:5]. The catalyst class is: 58. (5) Reactant: [CH2:1]([O:3][C:4]([N:6]=[C:7]=[S:8])=[O:5])[CH3:2].[Br:9][C:10]1[N:15]=[N:14][C:13]([NH2:16])=[CH:12][CH:11]=1. Product: [Br:9][C:10]1[N:15]=[N:14][C:13]([NH:16][C:7]([NH:6][C:4](=[O:5])[O:3][CH2:1][CH3:2])=[S:8])=[CH:12][CH:11]=1. The catalyst class is: 12.